From a dataset of NCI-60 drug combinations with 297,098 pairs across 59 cell lines. Regression. Given two drug SMILES strings and cell line genomic features, predict the synergy score measuring deviation from expected non-interaction effect. (1) Drug 1: CN(C)C1=NC(=NC(=N1)N(C)C)N(C)C. Drug 2: CCC1=C2CN3C(=CC4=C(C3=O)COC(=O)C4(CC)O)C2=NC5=C1C=C(C=C5)O. Cell line: EKVX. Synergy scores: CSS=6.94, Synergy_ZIP=-1.59, Synergy_Bliss=0.548, Synergy_Loewe=-12.6, Synergy_HSA=-1.46. (2) Drug 1: C1=CC(=CC=C1CCC2=CNC3=C2C(=O)NC(=N3)N)C(=O)NC(CCC(=O)O)C(=O)O. Drug 2: C1C(C(OC1N2C=NC3=C(N=C(N=C32)Cl)N)CO)O. Cell line: A549. Synergy scores: CSS=41.6, Synergy_ZIP=4.08, Synergy_Bliss=5.12, Synergy_Loewe=-1.68, Synergy_HSA=3.33. (3) Drug 1: COCCOC1=C(C=C2C(=C1)C(=NC=N2)NC3=CC=CC(=C3)C#C)OCCOC.Cl. Drug 2: B(C(CC(C)C)NC(=O)C(CC1=CC=CC=C1)NC(=O)C2=NC=CN=C2)(O)O. Cell line: KM12. Synergy scores: CSS=63.6, Synergy_ZIP=0.290, Synergy_Bliss=-2.14, Synergy_Loewe=-41.5, Synergy_HSA=-2.12. (4) Drug 1: CC1C(C(=O)NC(C(=O)N2CCCC2C(=O)N(CC(=O)N(C(C(=O)O1)C(C)C)C)C)C(C)C)NC(=O)C3=C4C(=C(C=C3)C)OC5=C(C(=O)C(=C(C5=N4)C(=O)NC6C(OC(=O)C(N(C(=O)CN(C(=O)C7CCCN7C(=O)C(NC6=O)C(C)C)C)C)C(C)C)C)N)C. Drug 2: CC1=C(C(=CC=C1)Cl)NC(=O)C2=CN=C(S2)NC3=CC(=NC(=N3)C)N4CCN(CC4)CCO. Cell line: MDA-MB-435. Synergy scores: CSS=9.78, Synergy_ZIP=-4.77, Synergy_Bliss=-3.08, Synergy_Loewe=-8.75, Synergy_HSA=-4.04.